From a dataset of NCI-60 drug combinations with 297,098 pairs across 59 cell lines. Regression. Given two drug SMILES strings and cell line genomic features, predict the synergy score measuring deviation from expected non-interaction effect. (1) Drug 1: CC(C1=C(C=CC(=C1Cl)F)Cl)OC2=C(N=CC(=C2)C3=CN(N=C3)C4CCNCC4)N. Drug 2: CC1CCC2CC(C(=CC=CC=CC(CC(C(=O)C(C(C(=CC(C(=O)CC(OC(=O)C3CCCCN3C(=O)C(=O)C1(O2)O)C(C)CC4CCC(C(C4)OC)O)C)C)O)OC)C)C)C)OC. Cell line: SF-295. Synergy scores: CSS=49.5, Synergy_ZIP=6.23, Synergy_Bliss=5.66, Synergy_Loewe=4.32, Synergy_HSA=10.1. (2) Drug 1: CN1C(=O)N2C=NC(=C2N=N1)C(=O)N. Drug 2: CC1=C2C(C(=O)C3(C(CC4C(C3C(C(C2(C)C)(CC1OC(=O)C(C(C5=CC=CC=C5)NC(=O)C6=CC=CC=C6)O)O)OC(=O)C7=CC=CC=C7)(CO4)OC(=O)C)O)C)OC(=O)C. Cell line: MDA-MB-231. Synergy scores: CSS=19.7, Synergy_ZIP=-4.80, Synergy_Bliss=-1.84, Synergy_Loewe=-36.0, Synergy_HSA=-0.557. (3) Drug 1: CC(CN1CC(=O)NC(=O)C1)N2CC(=O)NC(=O)C2. Drug 2: CC1CCC2CC(C(=CC=CC=CC(CC(C(=O)C(C(C(=CC(C(=O)CC(OC(=O)C3CCCCN3C(=O)C(=O)C1(O2)O)C(C)CC4CCC(C(C4)OC)O)C)C)O)OC)C)C)C)OC. Cell line: EKVX. Synergy scores: CSS=24.0, Synergy_ZIP=-12.6, Synergy_Bliss=-5.86, Synergy_Loewe=-18.8, Synergy_HSA=-1.65. (4) Drug 1: CCN(CC)CCNC(=O)C1=C(NC(=C1C)C=C2C3=C(C=CC(=C3)F)NC2=O)C. Cell line: NCI-H522. Synergy scores: CSS=59.8, Synergy_ZIP=4.32, Synergy_Bliss=5.63, Synergy_Loewe=-18.0, Synergy_HSA=6.20. Drug 2: CC1CCCC2(C(O2)CC(NC(=O)CC(C(C(=O)C(C1O)C)(C)C)O)C(=CC3=CSC(=N3)C)C)C. (5) Drug 1: CC1C(C(CC(O1)OC2CC(OC(C2O)C)OC3=CC4=CC5=C(C(=O)C(C(C5)C(C(=O)C(C(C)O)O)OC)OC6CC(C(C(O6)C)O)OC7CC(C(C(O7)C)O)OC8CC(C(C(O8)C)O)(C)O)C(=C4C(=C3C)O)O)O)O. Drug 2: C(CC(=O)O)C(=O)CN.Cl. Cell line: SW-620. Synergy scores: CSS=17.6, Synergy_ZIP=0.495, Synergy_Bliss=0.409, Synergy_Loewe=-55.3, Synergy_HSA=-0.616. (6) Drug 1: CC1OCC2C(O1)C(C(C(O2)OC3C4COC(=O)C4C(C5=CC6=C(C=C35)OCO6)C7=CC(=C(C(=C7)OC)O)OC)O)O. Drug 2: COC1=C2C(=CC3=C1OC=C3)C=CC(=O)O2. Cell line: NCI-H522. Synergy scores: CSS=24.4, Synergy_ZIP=-9.56, Synergy_Bliss=-2.69, Synergy_Loewe=-12.2, Synergy_HSA=-1.63. (7) Drug 1: CC(C)NC(=O)C1=CC=C(C=C1)CNNC.Cl. Drug 2: CC1C(C(CC(O1)OC2CC(CC3=C2C(=C4C(=C3O)C(=O)C5=CC=CC=C5C4=O)O)(C(=O)C)O)N)O. Cell line: UACC-257. Synergy scores: CSS=49.5, Synergy_ZIP=2.23, Synergy_Bliss=4.23, Synergy_Loewe=-24.6, Synergy_HSA=4.10.